This data is from Reaction yield outcomes from USPTO patents with 853,638 reactions. The task is: Predict the reaction yield, written as a fraction of the theoretical maximum amount of product (1.0 means a 100% yield; for example, 0.34 means a 34% yield). (1) The product is [Cl:1][C:2]1[CH:10]=[CH:9][C:5]([C:6]([NH:16][CH2:15][CH2:14][C:13]([F:18])([F:17])[F:12])=[O:7])=[CH:4][N:3]=1. The yield is 0.920. The catalyst is C(Cl)Cl.C1CCCCC1. The reactants are [Cl:1][C:2]1[CH:10]=[CH:9][C:5]([C:6](Cl)=[O:7])=[CH:4][N:3]=1.Cl.[F:12][C:13]([F:18])([F:17])[CH2:14][CH2:15][NH2:16].CN1CCOCC1.C(OCC)(=O)C. (2) The yield is 0.970. The reactants are [O:1]=[S:2](Cl)Cl.[Cl:5][C:6]1[CH:7]=[C:8]([CH2:13][C@H:14]([NH:17][C:18](=[O:24])[O:19][C:20]([CH3:23])([CH3:22])[CH3:21])[CH2:15][OH:16])[CH:9]=[N:10][C:11]=1[F:12].N1C=CC=CC=1. The product is [Cl:5][C:6]1[CH:7]=[C:8]([CH2:13][C@H:14]2[CH2:15][O:16][S:2](=[O:1])[N:17]2[C:18]([O:19][C:20]([CH3:23])([CH3:22])[CH3:21])=[O:24])[CH:9]=[N:10][C:11]=1[F:12]. The catalyst is C(#N)C. (3) The reactants are [CH3:1][C:2]1[C:3]2[N:4]([C:18]([C:21]#[C:22][Si](C)(C)C)=[CH:19][N:20]=2)[CH:5]=[C:6]([C:8]2[CH:13]=[CH:12][C:11]([C:14]([F:17])([F:16])[F:15])=[CH:10][CH:9]=2)[CH:7]=1.C([O-])([O-])=O.[K+].[K+]. The catalyst is C1COCC1.CO.CC(OC)(C)C. The product is [C:21]([C:18]1[N:4]2[CH:5]=[C:6]([C:8]3[CH:13]=[CH:12][C:11]([C:14]([F:16])([F:17])[F:15])=[CH:10][CH:9]=3)[CH:7]=[C:2]([CH3:1])[C:3]2=[N:20][CH:19]=1)#[CH:22]. The yield is 0.830. (4) The reactants are [Br:1][C:2]1[NH:10][C:9]2[C:8](=[O:11])[NH:7][C:6](=[O:12])[N:5]([CH3:13])[C:4]=2[N:3]=1.C(=O)([O-])[O-].[K+].[K+].[CH2:20](Br)[C:21]1[CH:26]=[CH:25][CH:24]=[CH:23][CH:22]=1.O. The catalyst is CN(C)C=O. The product is [CH2:20]([N:10]1[C:9]2[C:8](=[O:11])[NH:7][C:6](=[O:12])[N:5]([CH3:13])[C:4]=2[N:3]=[C:2]1[Br:1])[C:21]1[CH:26]=[CH:25][CH:24]=[CH:23][CH:22]=1. The yield is 0.890. (5) The reactants are F[C:2]1[CH:7]=[CH:6][C:5]([N+:8]([O-:10])=[O:9])=[C:4]([F:11])[C:3]=1[F:12].[CH2:13]([OH:20])[C:14]1[CH:19]=[CH:18][CH:17]=[CH:16][CH:15]=1.C([O-])([O-])=O.[K+].[K+].O. The catalyst is CN(C=O)C. The product is [CH2:13]([O:20][C:2]1[CH:7]=[CH:6][C:5]([N+:8]([O-:10])=[O:9])=[C:4]([F:11])[C:3]=1[F:12])[C:14]1[CH:19]=[CH:18][CH:17]=[CH:16][CH:15]=1. The yield is 0.360. (6) The yield is 0.910. The reactants are [OH-].[Li+].O1CCCC1.C[O:9][C:10](=[O:28])[CH2:11][C:12]1[CH:17]=[CH:16][C:15]([C:18]2[CH:27]=[CH:26][C:25]3[C:20](=[CH:21][CH:22]=[CH:23][CH:24]=3)[CH:19]=2)=[CH:14][CH:13]=1.Cl. The catalyst is CO. The product is [CH:19]1[C:20]2[C:25](=[CH:24][CH:23]=[CH:22][CH:21]=2)[CH:26]=[CH:27][C:18]=1[C:15]1[CH:16]=[CH:17][C:12]([CH2:11][C:10]([OH:28])=[O:9])=[CH:13][CH:14]=1. (7) The reactants are [CH2:1]([O:7][C:8]1[CH:13]=[C:12]([O:14][CH3:15])[CH:11]=[CH:10][C:9]=1[S:16]([OH:19])(=O)=[O:17])[CH2:2][CH2:3][CH2:4][CH:5]=[CH2:6].S(Cl)([Cl:22])=O. The catalyst is N1C=CC=CC=1. The product is [CH2:1]([O:7][C:8]1[CH:13]=[C:12]([O:14][CH3:15])[CH:11]=[CH:10][C:9]=1[S:16]([Cl:22])(=[O:19])=[O:17])[CH2:2][CH2:3][CH2:4][CH:5]=[CH2:6]. The yield is 0.500.